Dataset: Full USPTO retrosynthesis dataset with 1.9M reactions from patents (1976-2016). Task: Predict the reactants needed to synthesize the given product. Given the product [CH3:8][C@H:6]1[O:7][C@@H:2]([CH3:1])[CH2:3][N:4]([CH2:9][C:12]2[N:11]([C:13]3[CH:20]=[CH:19][C:16]([C:17]#[N:18])=[CH:15][CH:14]=3)[N:27]=[N:26][N:25]=2)[CH2:5]1, predict the reactants needed to synthesize it. The reactants are: [CH3:1][C@H:2]1[O:7][C@@H:6]([CH3:8])[CH2:5][NH:4][CH2:3]1.[CH2:9]=O.[N+:11]([C:13]1[CH:20]=[CH:19][C:16]([C:17]#[N:18])=[CH:15][CH:14]=1)#[C-:12].C[Si]([N:25]=[N+:26]=[N-:27])(C)C.